This data is from Catalyst prediction with 721,799 reactions and 888 catalyst types from USPTO. The task is: Predict which catalyst facilitates the given reaction. (1) Reactant: [F:1][C:2]1[C:7]2[CH:8]([CH2:11][C:12]([O:14]C)=[O:13])[CH2:9][O:10][C:6]=2[CH:5]=[C:4]([OH:16])[CH:3]=1.[OH-].[Na+].Cl. Product: [F:1][C:2]1[C:7]2[CH:8]([CH2:11][C:12]([OH:14])=[O:13])[CH2:9][O:10][C:6]=2[CH:5]=[C:4]([OH:16])[CH:3]=1. The catalyst class is: 5. (2) Reactant: Br[C:2]1[C:7]([CH3:8])=[CH:6][C:5]([O:9][CH2:10][CH2:11][O:12][CH2:13][CH3:14])=[CH:4][C:3]=1[CH3:15].CCCCCC.C([Li])CCC.[B:27](OC(C)C)([O:32]C(C)C)[O:28]C(C)C.Cl. Product: [CH2:13]([O:12][CH2:11][CH2:10][O:9][C:5]1[CH:6]=[C:7]([CH3:8])[C:2]([B:27]([OH:32])[OH:28])=[C:3]([CH3:15])[CH:4]=1)[CH3:14]. The catalyst class is: 253. (3) Reactant: [Cl:1][C:2]1[CH:7]=[CH:6][C:5]([C:8](=[O:17])[C:9]([CH3:16])([O:11][Si](C)(C)C)[CH3:10])=[CH:4][CH:3]=1.Cl. Product: [Cl:1][C:2]1[CH:3]=[CH:4][C:5]([C:8](=[O:17])[C:9]([CH3:10])([OH:11])[CH3:16])=[CH:6][CH:7]=1. The catalyst class is: 100. (4) Reactant: C[O:2][C:3](=O)[CH2:4][O:5][C:6]1[C:11]([N+:12]([O-])=O)=[CH:10][C:9]([CH3:15])=[CH:8][N:7]=1.[Sn](Cl)(Cl)(Cl)Cl.[OH-].[Na+]. Product: [CH3:15][C:9]1[CH:8]=[N:7][C:6]2[O:5][CH2:4][C:3](=[O:2])[NH:12][C:11]=2[CH:10]=1. The catalyst class is: 33. (5) Reactant: [Br:1][C:2]1[CH:3]=[CH:4][C:5]2[N:6]([C:8]([C:11]([O:13]CC)=O)=[CH:9][N:10]=2)[CH:7]=1.[CH3:16][O:17][C:18]1[CH:25]=[C:24]([O:26][CH3:27])[CH:23]=[CH:22][C:19]=1[CH2:20][NH2:21]. Product: [Br:1][C:2]1[CH:3]=[CH:4][C:5]2[N:6]([C:8]([C:11]([NH:21][CH2:20][C:19]3[CH:22]=[CH:23][C:24]([O:26][CH3:27])=[CH:25][C:18]=3[O:17][CH3:16])=[O:13])=[CH:9][N:10]=2)[CH:7]=1. The catalyst class is: 11. (6) Reactant: CS([C:5]1[N:10]=[C:9]([C:11]2[CH:12]=[C:13]([CH2:18][C:19]3[CH:24]=[CH:23][CH:22]=[CH:21][N:20]=3)[C:14]([NH2:17])=[N:15][CH:16]=2)[CH:8]=[C:7]([N:25]2[CH2:30][C@@H:29]3[CH2:31][C@H:26]2[CH2:27][O:28]3)[N:6]=1)(=O)=O.[CH:32]1([Mg]Br)[CH2:34][CH2:33]1. Product: [CH:32]1([C:5]2[N:10]=[C:9]([C:11]3[CH:12]=[C:13]([CH2:18][C:19]4[CH:24]=[CH:23][CH:22]=[CH:21][N:20]=4)[C:14]([NH2:17])=[N:15][CH:16]=3)[CH:8]=[C:7]([N:25]3[CH2:30][C@@H:29]4[CH2:31][C@H:26]3[CH2:27][O:28]4)[N:6]=2)[CH2:34][CH2:33]1. The catalyst class is: 7. (7) Reactant: [CH2:1]([N:8]1[CH2:13][C:12](=[O:14])[NH:11][C@H:10]([CH2:15][C:16]([OH:18])=O)[C:9]1=[O:19])[C:2]1[CH:7]=[CH:6][CH:5]=[CH:4][CH:3]=1.[F:20][CH:21]([F:30])[O:22][C:23]1[CH:29]=[CH:28][C:26]([NH2:27])=[CH:25][CH:24]=1.CN(C(ON1N=NC2C=CC=NC1=2)=[N+](C)C)C.F[P-](F)(F)(F)(F)F. Product: [CH2:1]([N:8]1[CH2:13][C:12](=[O:14])[NH:11][C@H:10]([CH2:15][C:16]([NH:27][C:26]2[CH:28]=[CH:29][C:23]([O:22][CH:21]([F:20])[F:30])=[CH:24][CH:25]=2)=[O:18])[C:9]1=[O:19])[C:2]1[CH:3]=[CH:4][CH:5]=[CH:6][CH:7]=1. The catalyst class is: 17. (8) Reactant: [Cl:1][C:2]1[CH:10]=[C:9]([F:11])[C:5]([C:6]([NH2:8])=[O:7])=[C:4]([NH:12][C:13]2[N:18]=[C:17]([NH:19][C:20]3[CH:28]=[C:27]4[C:23]([CH2:24][CH2:25][N:26]4[C:29](=[O:34])[CH2:30][N:31]([CH3:33])[CH3:32])=[CH:22][C:21]=3[O:35][CH3:36])[NH:16][C:15]3=[N:37][CH:38]=[CH:39][C:14]=23)[CH:3]=1.[CH3:40]N. The catalyst class is: 7. Product: [Cl:1][C:2]1[CH:10]=[C:9]([F:11])[C:5]([C:6]([NH:8][CH3:40])=[O:7])=[C:4]([NH:12][C:13]2[N:18]=[C:17]([NH:19][C:20]3[CH:28]=[C:27]4[C:23]([CH2:24][CH2:25][N:26]4[C:29](=[O:34])[CH2:30][N:31]([CH3:32])[CH3:33])=[CH:22][C:21]=3[O:35][CH3:36])[NH:16][C:15]3=[N:37][CH:38]=[CH:39][C:14]=23)[CH:3]=1. (9) Reactant: Cl[C:2]1[CH:3]=[C:4]([N:23]2[CH2:28][CH2:27][O:26][CH2:25][CH2:24]2)[C:5]2[N:6]([CH:8]=[C:9]([C:11]3[CH:12]=[N:13][N:14]([C:17]4[CH:22]=[CH:21][CH:20]=[CH:19][CH:18]=4)[C:15]=3[CH3:16])[N:10]=2)[N:7]=1.C(=O)([O-])[O-].[K+].[K+].O.[NH2:36][NH2:37].[CH3:38][C:39]1[CH:40]=[C:41]([CH:44]=[CH:45][CH:46]=1)[CH:42]=O. Product: [CH3:38][C:39]1[CH:40]=[C:41]([CH:44]=[CH:45][CH:46]=1)[CH:42]=[N:36][NH:37][C:2]1[CH:3]=[C:4]([N:23]2[CH2:28][CH2:27][O:26][CH2:25][CH2:24]2)[C:5]2[N:6]([CH:8]=[C:9]([C:11]3[CH:12]=[N:13][N:14]([C:17]4[CH:22]=[CH:21][CH:20]=[CH:19][CH:18]=4)[C:15]=3[CH3:16])[N:10]=2)[N:7]=1. The catalyst class is: 264.